From a dataset of Forward reaction prediction with 1.9M reactions from USPTO patents (1976-2016). Predict the product of the given reaction. (1) Given the reactants I[C:2]1[CH:7]=[CH:6][C:5]([C:8]2([C:13]3[CH:22]=[CH:21][C:20]4[C:19]([CH3:24])([CH3:23])[CH2:18][CH2:17][C:16]([CH3:26])([CH3:25])[C:15]=4[CH:14]=3)[O:12][CH2:11][CH2:10][O:9]2)=[CH:4][CH:3]=1.CCN(CC)CC.[C:34]([O:38][CH3:39])(=[O:37])[CH:35]=[CH2:36], predict the reaction product. The product is: [CH3:24][C:19]1([CH3:23])[CH2:18][CH2:17][C:16]([CH3:26])([CH3:25])[C:15]2[CH:14]=[C:13]([C:8]3([C:5]4[CH:4]=[CH:3][C:2](/[CH:36]=[CH:35]/[C:34]([O:38][CH3:39])=[O:37])=[CH:7][CH:6]=4)[O:9][CH2:10][CH2:11][O:12]3)[CH:22]=[CH:21][C:20]1=2. (2) Given the reactants [CH:1]1([CH2:4][CH2:5][OH:6])[CH2:3][CH2:2]1.CS(Cl)(=O)=O.O[C:13]1[CH:39]=[CH:38][C:16]2[N:17]=[C:18]([N:20]3[CH2:25][CH2:24][CH:23]([O:26][CH2:27][C@@H:28]([NH:30][C:31](=[O:37])[O:32][C:33]([CH3:36])([CH3:35])[CH3:34])[CH3:29])[CH2:22][CH2:21]3)[O:19][C:15]=2[CH:14]=1.C(=O)([O-])[O-].[K+].[K+], predict the reaction product. The product is: [CH:1]1([CH2:4][CH2:5][O:6][C:13]2[CH:39]=[CH:38][C:16]3[N:17]=[C:18]([N:20]4[CH2:25][CH2:24][CH:23]([O:26][CH2:27][C@@H:28]([NH:30][C:31](=[O:37])[O:32][C:33]([CH3:34])([CH3:35])[CH3:36])[CH3:29])[CH2:22][CH2:21]4)[O:19][C:15]=3[CH:14]=2)[CH2:3][CH2:2]1. (3) Given the reactants C[O:2][C:3]([C:5]1[N:6]=[C:7]2[C:23]([N:24]3[CH2:28][CH2:27][N:26]([CH3:29])[C:25]3=[O:30])=[CH:22][C:21]([N:31]3[CH2:36][CH2:35][O:34][CH2:33][CH2:32]3)=[CH:20][N:8]2[C:9](=[O:19])[C:10]=1[O:11][CH2:12][C:13]1[CH:18]=[CH:17][CH:16]=[CH:15][CH:14]=1)=O.O.[NH3:38], predict the reaction product. The product is: [CH2:12]([O:11][C:10]1[C:9](=[O:19])[N:8]2[CH:20]=[C:21]([N:31]3[CH2:36][CH2:35][O:34][CH2:33][CH2:32]3)[CH:22]=[C:23]([N:24]3[CH2:28][CH2:27][N:26]([CH3:29])[C:25]3=[O:30])[C:7]2=[N:6][C:5]=1[C:3]([NH2:38])=[O:2])[C:13]1[CH:14]=[CH:15][CH:16]=[CH:17][CH:18]=1. (4) Given the reactants [Cl:1][C:2]1[CH:23]=[CH:22][CH:21]=[CH:20][C:3]=1[C:4]([NH:6][C:7]1[C:8](Cl)=[N:9][C:10]([CH3:18])=[N:11][C:12]=1[NH:13][C@H:14]([CH3:17])[CH2:15][OH:16])=O.[CH3:24][N:25]1[CH2:30][CH2:29][NH:28][CH2:27][CH2:26]1.C(N(C(C)C)CC)(C)C, predict the reaction product. The product is: [Cl:1][C:2]1[CH:23]=[CH:22][CH:21]=[CH:20][C:3]=1[C:4]1[N:13]([C@H:14]([CH3:17])[CH2:15][OH:16])[C:12]2[C:7]([N:6]=1)=[C:8]([N:28]1[CH2:29][CH2:30][N:25]([CH3:24])[CH2:26][CH2:27]1)[N:9]=[C:10]([CH3:18])[N:11]=2.